Dataset: Full USPTO retrosynthesis dataset with 1.9M reactions from patents (1976-2016). Task: Predict the reactants needed to synthesize the given product. (1) Given the product [CH2:1]([O:3][CH2:4][CH2:5][CH2:6][N:7]([CH2:8][C:9]1[CH:14]=[CH:13][C:12]([CH:15]([CH3:16])[CH3:17])=[CH:11][CH:10]=1)[C:27](=[O:28])[CH2:26][CH2:25][C:22]1[CH:23]=[CH:24][C:19]([OH:18])=[CH:20][CH:21]=1)[CH3:2], predict the reactants needed to synthesize it. The reactants are: [CH2:1]([O:3][CH2:4][CH2:5][CH2:6][NH:7][CH2:8][C:9]1[CH:14]=[CH:13][C:12]([CH:15]([CH3:17])[CH3:16])=[CH:11][CH:10]=1)[CH3:2].[OH:18][C:19]1[CH:24]=[CH:23][C:22]([CH2:25][CH2:26][C:27](O)=[O:28])=[CH:21][CH:20]=1.F[B-](F)(F)F.N1(OC(N(C)C)=[N+](C)C)C2C=CC=CC=2N=N1.C(N(C(C)C)CC)(C)C. (2) The reactants are: [F:1][C:2]([F:22])([F:21])[C:3]([N:5]1[CH2:11][CH:10]([CH:12]([CH3:14])[CH3:13])[C:9]2[CH:15]=[C:16]([Br:20])[C:17]([OH:19])=[CH:18][C:8]=2[CH2:7][CH2:6]1)=[O:4].[C:23](N=P(N(C)C)(N(C)C)N(C)C)(C)([CH3:25])[CH3:24].[Br-]. Given the product [F:22][C:2]([F:1])([F:21])[C:3]([N:5]1[CH2:11][CH:10]([CH:12]([CH3:14])[CH3:13])[C:9]2[CH:15]=[C:16]([Br:20])[C:17]([O:19][CH2:25][CH:23]=[CH2:24])=[CH:18][C:8]=2[CH2:7][CH2:6]1)=[O:4], predict the reactants needed to synthesize it. (3) Given the product [CH3:21][O:20][C:17]1[CH:18]=[CH:19][C:14]([N:13]2[C:12](=[O:22])[C:11]3[C:6](=[CH:7][CH:8]=[CH:9][CH:10]=3)[N:5]=[C:4]2[CH:2]([NH:24][CH3:23])[CH3:3])=[CH:15][CH:16]=1, predict the reactants needed to synthesize it. The reactants are: Cl[CH:2]([C:4]1[N:13]([C:14]2[CH:19]=[CH:18][C:17]([O:20][CH3:21])=[CH:16][CH:15]=2)[C:12](=[O:22])[C:11]2[C:6](=[CH:7][CH:8]=[CH:9][CH:10]=2)[N:5]=1)[CH3:3].[CH3:23][NH2:24]. (4) Given the product [Br:21][C:22]1[CH:27]=[C:26]([C:2]2[N:7]=[C:6]([CH:8]([F:10])[F:9])[CH:5]=[C:4]([C:11]3[CH:16]=[CH:15][C:14]([C:17]([F:20])([F:19])[F:18])=[CH:13][CH:12]=3)[N:3]=2)[CH:25]=[CH:24][CH:23]=1, predict the reactants needed to synthesize it. The reactants are: Cl[C:2]1[N:7]=[C:6]([CH:8]([F:10])[F:9])[CH:5]=[C:4]([C:11]2[CH:16]=[CH:15][C:14]([C:17]([F:20])([F:19])[F:18])=[CH:13][CH:12]=2)[N:3]=1.[Br:21][C:22]1[CH:23]=[C:24](B(O)O)[CH:25]=[CH:26][CH:27]=1. (5) The reactants are: [F:1][C:2]1[CH:3]=[C:4]([NH:13][C:14](=[O:22])[C:15]2[CH:20]=[CH:19][CH:18]=[C:17](I)[CH:16]=2)[CH:5]=[CH:6][C:7]=1[O:8][C:9]([F:12])([F:11])[F:10].[N:23]1[CH:28]=[C:27](B(O)O)[CH:26]=[N:25][CH:24]=1. Given the product [F:1][C:2]1[CH:3]=[C:4]([NH:13][C:14](=[O:22])[C:15]2[CH:20]=[CH:19][CH:18]=[C:17]([C:27]3[CH:28]=[N:23][CH:24]=[N:25][CH:26]=3)[CH:16]=2)[CH:5]=[CH:6][C:7]=1[O:8][C:9]([F:12])([F:11])[F:10], predict the reactants needed to synthesize it. (6) Given the product [C:1]([C:3]1[CH:4]=[C:5]([CH:9]=[CH:10][C:11]=1[CH:12]([CH3:14])[CH3:13])[CH2:6][OH:7])#[N:2], predict the reactants needed to synthesize it. The reactants are: [C:1]([C:3]1[CH:4]=[C:5]([CH:9]=[CH:10][C:11]=1[CH:12]([CH3:14])[CH3:13])[C:6](O)=[O:7])#[N:2]. (7) The reactants are: Cl[C:2]1[N:11]=[C:10](Cl)[C:9]2[C:4](=[CH:5][CH:6]=[CH:7][CH:8]=2)[N:3]=1.[Br:13][C:14]1[CH:20]=[CH:19][C:17]([NH2:18])=[CH:16][CH:15]=1.[CH3:21][C:22]1[CH:26]=[C:25]([CH3:27])[NH:24][N:23]=1. Given the product [Br:13][C:14]1[CH:20]=[CH:19][C:17]([NH:18][C:10]2[C:9]3[C:4](=[CH:5][CH:6]=[CH:7][CH:8]=3)[N:3]=[C:2]([N:23]3[C:22]([CH3:21])=[CH:26][C:25]([CH3:27])=[N:24]3)[N:11]=2)=[CH:16][CH:15]=1, predict the reactants needed to synthesize it. (8) The reactants are: [C:1]([C:5]1[CH:10]=[CH:9][C:8]([C:11]2[N:12]([C:31](Cl)=[O:32])[C@H:13]([C:24]3[CH:29]=[CH:28][C:27]([Cl:30])=[CH:26][CH:25]=3)[C@@:14]([C:17]3[CH:22]=[CH:21][C:20]([Cl:23])=[CH:19][CH:18]=3)([CH3:16])[N:15]=2)=[C:7]([O:34][CH2:35][CH3:36])[CH:6]=1)([CH3:4])([CH3:3])[CH3:2].[NH:37]1[CH2:42][CH2:41][NH:40][CH2:39][CH2:38]1. Given the product [C:1]([C:5]1[CH:10]=[CH:9][C:8]([C:11]2[N:12]([C:31]([N:37]3[CH2:42][CH2:41][NH:40][CH2:39][CH2:38]3)=[O:32])[C@H:13]([C:24]3[CH:25]=[CH:26][C:27]([Cl:30])=[CH:28][CH:29]=3)[C@@:14]([C:17]3[CH:22]=[CH:21][C:20]([Cl:23])=[CH:19][CH:18]=3)([CH3:16])[N:15]=2)=[C:7]([O:34][CH2:35][CH3:36])[CH:6]=1)([CH3:4])([CH3:3])[CH3:2], predict the reactants needed to synthesize it.